The task is: Predict the reaction yield, written as a fraction of the theoretical maximum amount of product (1.0 means a 100% yield; for example, 0.34 means a 34% yield).. This data is from Reaction yield outcomes from USPTO patents with 853,638 reactions. (1) The reactants are F[C:2]1[CH:7]=[CH:6][C:5]([F:8])=[CH:4][C:3]=1[N:9]([CH2:17][C:18]1[CH:23]=[CH:22][CH:21]=[C:20]([O:24][C:25]([F:30])([F:29])[CH:26]([F:28])[F:27])[CH:19]=1)[CH2:10][CH:11]([OH:16])[C:12]([F:15])([F:14])[F:13].C([O-])([O-])=O.[K+].[K+]. The product is [F:8][C:5]1[CH:6]=[CH:7][C:2]2[O:16][CH:11]([C:12]([F:13])([F:14])[F:15])[CH2:10][N:9]([CH2:17][C:18]3[CH:23]=[CH:22][CH:21]=[C:20]([O:24][C:25]([F:29])([F:30])[CH:26]([F:27])[F:28])[CH:19]=3)[C:3]=2[CH:4]=1. The yield is 0.480. The catalyst is CN(C)C=O.O. (2) The reactants are Cl[C:2]1[CH:3]=[C:4]([C:9]2[N:13]3[C:14]4[N:22]=[C:21]([O:23][CH3:24])[CH:20]=[CH:19][C:15]=4[N:16]=[C:17]([CH3:18])[C:12]3=[C:11]([CH3:25])[N:10]=2)C=C(Cl)[CH:7]=1.[O:26]1C=CC=C1B(O)O.C([O-])([O-])=O.[K+].[K+]. The catalyst is C1C=CC([P]([Pd]([P](C2C=CC=CC=2)(C2C=CC=CC=2)C2C=CC=CC=2)([P](C2C=CC=CC=2)(C2C=CC=CC=2)C2C=CC=CC=2)[P](C2C=CC=CC=2)(C2C=CC=CC=2)C2C=CC=CC=2)(C2C=CC=CC=2)C2C=CC=CC=2)=CC=1. The product is [O:26]1[CH:7]=[CH:2][CH:3]=[C:4]1[C:9]1[N:13]2[C:14]3[N:22]=[C:21]([O:23][CH3:24])[CH:20]=[CH:19][C:15]=3[N:16]=[C:17]([CH3:18])[C:12]2=[C:11]([CH3:25])[N:10]=1. The yield is 0.770.